From a dataset of Reaction yield outcomes from USPTO patents with 853,638 reactions. Predict the reaction yield, written as a fraction of the theoretical maximum amount of product (1.0 means a 100% yield; for example, 0.34 means a 34% yield). (1) The reactants are C[O:2][C:3](=[O:23])[CH2:4][CH:5]1[C:9](=[O:10])[N:8]([CH2:11][C:12]2[CH:17]=[CH:16][C:15]([CH3:18])=[CH:14][CH:13]=2)[C:7](=[O:19])[N:6]1[CH2:20][CH2:21][CH3:22].[OH-].[Na+]. The catalyst is CO. The product is [CH3:18][C:15]1[CH:14]=[CH:13][C:12]([CH2:11][N:8]2[C:9](=[O:10])[CH:5]([CH2:4][C:3]([OH:23])=[O:2])[N:6]([CH2:20][CH2:21][CH3:22])[C:7]2=[O:19])=[CH:17][CH:16]=1. The yield is 0.980. (2) The reactants are [CH:1]1([C:4]([N:6]2[CH2:10][CH2:9][C@@H:8]([CH2:11][C:12]([NH:14][NH2:15])=[O:13])[CH2:7]2)=[O:5])[CH2:3][CH2:2]1.[Br:16][C:17]1[CH:22]=[CH:21][C:20]([N:23]=[C:24]=[O:25])=[CH:19][CH:18]=1.[N-]=C=O. The catalyst is ClCCl. The product is [Br:16][C:17]1[CH:22]=[CH:21][C:20]([NH:23][C:24]([NH:15][NH:14][C:12](=[O:13])[CH2:11][C@@H:8]2[CH2:9][CH2:10][N:6]([C:4]([CH:1]3[CH2:3][CH2:2]3)=[O:5])[CH2:7]2)=[O:25])=[CH:19][CH:18]=1. The yield is 0.670.